From a dataset of Full USPTO retrosynthesis dataset with 1.9M reactions from patents (1976-2016). Predict the reactants needed to synthesize the given product. (1) Given the product [N+:15]([C:18]1[CH:23]=[CH:22][CH:21]=[CH:20][C:19]=1[S:24]([O:14][CH:11]1[CH2:12][CH2:13][N:8]([C:6]([O:5][C:1]([CH3:4])([CH3:2])[CH3:3])=[O:7])[CH2:9][CH2:10]1)(=[O:26])=[O:25])([O-:17])=[O:16], predict the reactants needed to synthesize it. The reactants are: [C:1]([O:5][C:6]([N:8]1[CH2:13][CH2:12][CH:11]([OH:14])[CH2:10][CH2:9]1)=[O:7])([CH3:4])([CH3:3])[CH3:2].[N+:15]([C:18]1[CH:23]=[CH:22][CH:21]=[CH:20][C:19]=1[S:24](Cl)(=[O:26])=[O:25])([O-:17])=[O:16].C(N(CC)CC)C. (2) The reactants are: Br[C:2]1[CH:3]=[C:4]2[C:8](=[CH:9][C:10]=1[NH:11][C:12](=[O:14])[CH3:13])[N:7]([C:15]([C:28]1[CH:33]=[CH:32][CH:31]=[CH:30][CH:29]=1)([C:22]1[CH:27]=[CH:26][CH:25]=[CH:24][CH:23]=1)[C:16]1[CH:21]=[CH:20][CH:19]=[CH:18][CH:17]=1)[N:6]=[C:5]2[C:34]1[CH:39]=[CH:38][N:37]=[C:36]([CH3:40])[CH:35]=1.[CH2:41]([Sn](CCCC)(CCCC)C=C)[CH2:42]CC. Given the product [CH3:40][C:36]1[CH:35]=[C:34]([C:5]2[C:4]3[C:8](=[CH:9][C:10]([NH:11][C:12](=[O:14])[CH3:13])=[C:2]([CH:41]=[CH2:42])[CH:3]=3)[N:7]([C:15]([C:22]3[CH:23]=[CH:24][CH:25]=[CH:26][CH:27]=3)([C:28]3[CH:29]=[CH:30][CH:31]=[CH:32][CH:33]=3)[C:16]3[CH:21]=[CH:20][CH:19]=[CH:18][CH:17]=3)[N:6]=2)[CH:39]=[CH:38][N:37]=1, predict the reactants needed to synthesize it. (3) Given the product [Br:17][C:11]1[C:3]([O:2][CH3:1])=[CH:4][C:5]2[NH:9][CH:8]=[N:7][C:6]=2[CH:10]=1, predict the reactants needed to synthesize it. The reactants are: [CH3:1][O:2][C:3]1[CH:11]=[CH:10][C:6]2[NH:7][CH:8]=[N:9][C:5]=2[CH:4]=1.C([O-])(=O)C.[K+].[Br:17]Br. (4) Given the product [Cl:18][CH2:1][C:2]1[N:3]=[N:4][C:5]([C:8]2[CH:9]=[CH:10][C:11]([S:14]([CH3:17])(=[O:16])=[O:15])=[CH:12][CH:13]=2)=[CH:6][CH:7]=1, predict the reactants needed to synthesize it. The reactants are: [CH3:1][C:2]1[N:3]=[N:4][C:5]([C:8]2[CH:13]=[CH:12][C:11]([S:14]([CH3:17])(=[O:16])=[O:15])=[CH:10][CH:9]=2)=[CH:6][CH:7]=1.[Cl:18]N1C(=O)N(Cl)C(=O)N(Cl)C1=O. (5) Given the product [O:7]=[C:6]1[CH2:5][N:4]([C:9]([O:11][C:12]([CH3:15])([CH3:14])[CH3:13])=[O:10])[CH2:3][C@@H:2]([C:16]([O:18][CH3:19])=[O:17])[NH:1]1, predict the reactants needed to synthesize it. The reactants are: [NH2:1][C@H:2]([C:16]([O:18][CH3:19])=[O:17])[CH2:3][N:4]([C:9]([O:11][C:12]([CH3:15])([CH3:14])[CH3:13])=[O:10])[CH2:5][C:6](O)=[O:7].C1CCC(N=C=NC2CCCCC2)CC1.CCN(CC)CC. (6) Given the product [CH2:1]([C:3]1[O:4][C:5]2[CH:11]=[CH:10][C:9]([F:12])=[CH:8][C:6]=2[C:7]=1[C:21]([C:20]1[CH:24]=[CH:25][C:17]([O:16][CH3:15])=[CH:18][CH:19]=1)=[O:22])[CH3:2], predict the reactants needed to synthesize it. The reactants are: [CH2:1]([C:3]1[O:4][C:5]2[CH:11]=[CH:10][C:9]([F:12])=[CH:8][C:6]=2[CH:7]=1)[CH3:2].N#N.[CH3:15][O:16][C:17]1[CH:25]=[CH:24][C:20]([C:21](Cl)=[O:22])=[CH:19][CH:18]=1.[Sn](Cl)(Cl)(Cl)Cl. (7) The reactants are: I[C:2]1[CH:7]=[CH:6][C:5]([N+:8]([O-:10])=[O:9])=[CH:4][CH:3]=1.[CH2:11]([OH:14])[CH:12]=[CH2:13].C(=O)(O)[O-].[Na+].CN(C)C=O. Given the product [N+:8]([C:5]1[CH:6]=[CH:7][C:2]([CH2:13][CH2:12][CH:11]=[O:14])=[CH:3][CH:4]=1)([O-:10])=[O:9], predict the reactants needed to synthesize it. (8) The reactants are: [NH2:1][C:2]1[N:7]=[C:6]([CH:8]2[CH2:13][CH2:12][CH2:11][N:10]([C:14]([O:16][CH2:17][C:18]3[CH:23]=[CH:22][CH:21]=[CH:20][CH:19]=3)=[O:15])[CH2:9]2)[CH:5]=[C:4](Cl)[N:3]=1.[F:25][C:26]1[CH:27]=[C:28]([CH:30]=[CH:31][C:32]=1[O:33][C:34]1[CH:39]=[CH:38][N:37]=[C:36]2[NH:40][CH:41]=[CH:42][C:35]=12)[NH2:29].Cl.C(=O)(O)[O-].[Na+]. Given the product [NH2:1][C:2]1[N:7]=[C:6]([CH:8]2[CH2:13][CH2:12][CH2:11][N:10]([C:14]([O:16][CH2:17][C:18]3[CH:23]=[CH:22][CH:21]=[CH:20][CH:19]=3)=[O:15])[CH2:9]2)[CH:5]=[C:4]([NH:29][C:28]2[CH:30]=[CH:31][C:32]([O:33][C:34]3[CH:39]=[CH:38][N:37]=[C:36]4[NH:40][CH:41]=[CH:42][C:35]=34)=[C:26]([F:25])[CH:27]=2)[N:3]=1, predict the reactants needed to synthesize it. (9) Given the product [CH3:1][C:2]1([CH3:14])[C:6]([CH3:7])([CH3:8])[O:5][B:4]([C:9]2[CH:13]=[N:12][N:11]([CH:22]([CH3:28])[C:23]([O:25][CH2:26][CH3:27])=[O:24])[CH:10]=2)[O:3]1, predict the reactants needed to synthesize it. The reactants are: [CH3:1][C:2]1([CH3:14])[C:6]([CH3:8])([CH3:7])[O:5][B:4]([C:9]2[CH:10]=[N:11][NH:12][CH:13]=2)[O:3]1.C(=O)([O-])[O-].[K+].[K+].Br[CH:22]([CH3:28])[C:23]([O:25][CH2:26][CH3:27])=[O:24].C1(C)C=CC=CC=1.